Dataset: Catalyst prediction with 721,799 reactions and 888 catalyst types from USPTO. Task: Predict which catalyst facilitates the given reaction. (1) Reactant: [NH:1]1[CH:5]=[CH:4][C:3]([CH:6]=[O:7])=[CH:2]1.[H-].[Na+].Cl[C:11]1[CH:16]=[CH:15][C:14]([C:17]([F:20])([F:19])[F:18])=[CH:13][N:12]=1. Product: [F:18][C:17]([F:20])([F:19])[C:14]1[CH:15]=[CH:16][C:11]([N:1]2[CH:5]=[CH:4][C:3]([CH:6]=[O:7])=[CH:2]2)=[N:12][CH:13]=1. The catalyst class is: 1. (2) Reactant: [C:1]([C:3]([C:6]1[CH:7]=[C:8]([CH:20]=[CH:21][CH:22]=1)[C:9]([NH:11][C:12]1[CH:17]=[CH:16][CH:15]=[C:14]([NH:18][CH3:19])[CH:13]=1)=[O:10])([CH3:5])[CH3:4])#[N:2].C(N(C(C)C)C(C)C)C.Cl[C:33]1[N:38]=[C:37]([S:39][C:40]#[N:41])[C:36]([N+:42]([O-:44])=[O:43])=[CH:35][N:34]=1.C(=O)([O-])O.[Na+]. Product: [C:1]([C:3]([C:6]1[CH:7]=[C:8]([C:9]([NH:11][C:12]2[CH:13]=[C:14]([N:18]([CH3:19])[C:33]3[N:38]=[C:37]([S:39][C:40]#[N:41])[C:36]([N+:42]([O-:44])=[O:43])=[CH:35][N:34]=3)[CH:15]=[CH:16][CH:17]=2)=[O:10])[CH:20]=[CH:21][CH:22]=1)([CH3:5])[CH3:4])#[N:2]. The catalyst class is: 7. (3) Reactant: Cl[C:2]1[N:3]=[CH:4][C:5]([CH2:8][C:9]#[N:10])=[N:6][CH:7]=1.[H-].[Na+].Br[CH2:14][CH2:15]Cl.[CH3:17][OH:18]. Product: [CH3:17][O:18][C:2]1[N:3]=[CH:4][C:5]([C:8]2([C:9]#[N:10])[CH2:15][CH2:14]2)=[N:6][CH:7]=1. The catalyst class is: 7. (4) Reactant: [OH:1][CH:2]1[C:11]2[C:6](=[CH:7][CH:8]=[C:9]([O:12][CH:13]([CH3:15])[CH3:14])[CH:10]=2)[CH2:5][N:4](C(OC(C)(C)C)=O)[CH2:3]1.[ClH:23].O1CCOCC1. Product: [ClH:23].[CH:13]([O:12][C:9]1[CH:10]=[C:11]2[C:6](=[CH:7][CH:8]=1)[CH2:5][NH:4][CH2:3][CH:2]2[OH:1])([CH3:15])[CH3:14]. The catalyst class is: 12. (5) Reactant: Cl[C:2]1[C:11]([C@@H:12]([N:14]2[C:22](=[O:23])[C:21]3[C:16](=[CH:17][CH:18]=[CH:19][CH:20]=3)[C:15]2=[O:24])[CH3:13])=[CH:10][C:9]2[C:4](=[C:5]([Cl:25])[CH:6]=[CH:7][CH:8]=2)[N:3]=1.[F:26][C:27]1[CH:32]=[CH:31][CH:30]=[CH:29][C:28]=1B(O)O.C(O)(O)=[O:37].C(#N)C.O. Product: [Cl:25][C:5]1[CH:6]=[CH:7][CH:8]=[C:9]2[C:4]=1[N:3]=[C:2]([C:28]1[CH:29]=[CH:30][CH:31]=[CH:32][C:27]=1[F:26])[C:11]([C@@H:12]([NH:14][C:15]([C:16]1[CH:17]=[CH:18][CH:19]=[CH:20][C:21]=1[C:22]([OH:23])=[O:37])=[O:24])[CH3:13])=[CH:10]2. The catalyst class is: 73.